From a dataset of Reaction yield outcomes from USPTO patents with 853,638 reactions. Predict the reaction yield, written as a fraction of the theoretical maximum amount of product (1.0 means a 100% yield; for example, 0.34 means a 34% yield). The reactants are [OH:1][C:2]1[CH:7]=[C:6]([OH:8])[CH:5]=[CH:4][C:3]=1[C:9](=[O:11])[CH3:10].[Br-:12].[Br-:13].[Br-:14].C([N+](C)(C)C)C1C=CC=CC=1.C([N+](C)(C)C)C1C=CC=CC=1.C([N+](C)(C)C)C1C=CC=CC=1. The catalyst is CO.ClCCl.C(OCC)(=O)C. The product is [Br:12][CH2:10][C:9]([C:3]1[CH:4]=[C:5]([Br:13])[C:6]([OH:8])=[C:7]([Br:14])[C:2]=1[OH:1])=[O:11]. The yield is 0.920.